Dataset: Forward reaction prediction with 1.9M reactions from USPTO patents (1976-2016). Task: Predict the product of the given reaction. (1) Given the reactants [OH:1][C:2]1[C:9]([O:10]C)=[CH:8][C:5]([C:6]#[N:7])=[C:4]([CH2:12][N:13]2[CH2:18][CH2:17][O:16][CH2:15][CH2:14]2)[C:3]=1[C:19]#[N:20].C(#N)C.B(Br)(Br)Br, predict the reaction product. The product is: [OH:1][C:2]1[C:9]([OH:10])=[CH:8][C:5]([C:6]#[N:7])=[C:4]([CH2:12][N:13]2[CH2:18][CH2:17][O:16][CH2:15][CH2:14]2)[C:3]=1[C:19]#[N:20]. (2) Given the reactants F[C:2]1[CH:9]=[CH:8][CH:7]=[CH:6][C:3]=1[CH:4]=O.[CH3:10][N:11]1[CH2:16][CH2:15][NH:14][CH2:13][CH2:12]1.[CH3:17][N:18]1[C:25](=[O:26])[CH2:24][C:22](=[O:23])[N:21]([CH3:27])[C:19]1=[O:20], predict the reaction product. The product is: [CH3:27][N:21]1[C:22](=[O:23])[C:24]2([CH2:4][C:3]3[C:2](=[CH:9][CH:8]=[CH:7][CH:6]=3)[N:14]3[CH2:13][CH2:12][N:11]([CH3:10])[CH2:16][CH:15]23)[C:25](=[O:26])[N:18]([CH3:17])[C:19]1=[O:20].